Dataset: Forward reaction prediction with 1.9M reactions from USPTO patents (1976-2016). Task: Predict the product of the given reaction. (1) Given the reactants [C:1](Cl)(=[O:3])[CH3:2].[CH3:5][O:6][P:7]([O:10]C)[O:8][CH3:9], predict the reaction product. The product is: [C:1]([P:7](=[O:10])([O:8][CH3:9])[O:6][CH3:5])(=[O:3])[CH3:2]. (2) Given the reactants [H-].[Na+].Cl[C:4]1[C:9]([CH2:10][N:11]([CH3:20])[CH2:12][CH:13]([OH:19])[CH2:14][C:15]([F:18])([F:17])[F:16])=[C:8]([CH3:21])[CH:7]=[C:6]([Cl:22])[N:5]=1, predict the reaction product. The product is: [Cl:22][C:6]1[CH:7]=[C:8]([CH3:21])[C:9]2[CH2:10][N:11]([CH3:20])[CH2:12][CH:13]([CH2:14][C:15]([F:18])([F:17])[F:16])[O:19][C:4]=2[N:5]=1. (3) Given the reactants [OH-].[Na+].[CH3:3][C:4]1[CH:20]=[CH:19][C:7]([C:8]([N:10]2[CH2:14][CH2:13][CH2:12][C@H:11]2[C:15]([O:17]C)=[O:16])=[O:9])=[C:6]([N:21]2[N:25]=[CH:24][CH:23]=[N:22]2)[CH:5]=1, predict the reaction product. The product is: [CH3:3][C:4]1[CH:20]=[CH:19][C:7]([C:8]([N:10]2[CH2:14][CH2:13][CH2:12][C@H:11]2[C:15]([OH:17])=[O:16])=[O:9])=[C:6]([N:21]2[N:22]=[CH:23][CH:24]=[N:25]2)[CH:5]=1. (4) Given the reactants C1OCCOCCOCCOCCOCCOC1.[N:19]([O-:21])=[O:20].[K+].II.[F:25][C:26]1[C:35]2[O:34][CH2:33][CH:32]=[CH:31][C:30]=2[C:29]([C:36]([NH2:38])=[O:37])=[CH:28][CH:27]=1, predict the reaction product. The product is: [F:25][C:26]1[C:35]2[O:34][CH2:33][C:32]([N+:19]([O-:21])=[O:20])=[CH:31][C:30]=2[C:29]([C:36]([NH2:38])=[O:37])=[CH:28][CH:27]=1. (5) Given the reactants [C:1]([O-:4])([O-:3])=O.[K+].[K+].[NH:7]1[CH2:12][CH2:11][CH2:10][CH2:9][CH2:8]1.[C:13](Cl)([O:15][CH2:16][C:17]1[CH:22]=[CH:21][CH:20]=[CH:19][CH:18]=1)=[O:14].[CH2:24]1COC[CH2:25]1.O, predict the reaction product. The product is: [CH2:24]([O:3][C:1]([C@H:9]1[CH2:10][CH2:11][CH2:12][N:7]([C:13]([O:15][CH2:16][C:17]2[CH:22]=[CH:21][CH:20]=[CH:19][CH:18]=2)=[O:14])[CH2:8]1)=[O:4])[CH3:25]. (6) Given the reactants [N+](C1C=CC(O[C:11](=[O:36])[NH:12][CH:13]2[CH2:25][C:24]3[C:23]4[C:18](=[CH:19][CH:20]=[C:21]([C:26]#[N:27])[CH:22]=4)[N:17]([CH2:28][C:29]4[CH:34]=[CH:33][CH:32]=[C:31]([F:35])[CH:30]=4)[C:16]=3[CH2:15][CH2:14]2)=CC=1)([O-])=O.Cl.CN.[CH2:40]([N:42](CC)CC)C.C1COCC1, predict the reaction product. The product is: [C:26]([C:21]1[CH:22]=[C:23]2[C:18](=[CH:19][CH:20]=1)[N:17]([CH2:28][C:29]1[CH:34]=[CH:33][CH:32]=[C:31]([F:35])[CH:30]=1)[C:16]1[CH2:15][CH2:14][CH:13]([NH:12][C:11]([NH:42][CH3:40])=[O:36])[CH2:25][C:24]2=1)#[N:27]. (7) Given the reactants [OH:1][C:2]1[CH:8]=[C:7]([O:9][CH3:10])[CH:6]=[CH:5][C:3]=1[NH2:4].O(CC)[C:12]([S-])=[S:13].[K+].Cl, predict the reaction product. The product is: [CH3:10][O:9][C:7]1[CH:6]=[CH:5][C:3]2[NH:4][C:12](=[S:13])[O:1][C:2]=2[CH:8]=1. (8) Given the reactants [CH3:1][O:2][C:3]1[CH:4]=[C:5]([CH:7]=[CH:8][C:9]=1[N:10]1[CH:14]=[C:13]([CH3:15])[N:12]=[CH:11]1)[NH2:6].Cl[C:17]1[N:22]=[C:21]([NH:23][CH:24]2[CH2:27][O:26][CH2:25]2)[CH:20]=[C:19]([CH2:28][O:29][CH2:30][C:31]([F:34])([F:33])[F:32])[N:18]=1.C(=O)([O-])[O-].[Cs+].[Cs+].C1(P(C2CCCCC2)C2C=CC=CC=2C2C=CC=CC=2)CCCCC1, predict the reaction product. The product is: [CH3:1][O:2][C:3]1[CH:4]=[C:5]([NH:6][C:17]2[N:22]=[C:21]([NH:23][CH:24]3[CH2:27][O:26][CH2:25]3)[CH:20]=[C:19]([CH2:28][O:29][CH2:30][C:31]([F:33])([F:34])[F:32])[N:18]=2)[CH:7]=[CH:8][C:9]=1[N:10]1[CH:14]=[C:13]([CH3:15])[N:12]=[CH:11]1. (9) Given the reactants [Cl:1][C:2]1[C:3]([N:8]2[CH2:13][CH2:12][CH:11]([C:14](O)=O)[CH2:10][CH2:9]2)=[N:4][CH:5]=[CH:6][CH:7]=1.[NH2:17][C:18]1[CH:19]=[C:20]([C:25]([F:28])([F:27])[F:26])[CH:21]=[CH:22][C:23]=1[NH2:24].C(N(CC)C(C)C)(C)C.F[P-](F)(F)(F)(F)F.N1(OC(N(C)C)=[N+](C)C)C2N=CC=CC=2N=N1, predict the reaction product. The product is: [Cl:1][C:2]1[C:3]([N:8]2[CH2:13][CH2:12][CH:11]([C:14]3[NH:17][C:18]4[CH:19]=[C:20]([C:25]([F:26])([F:27])[F:28])[CH:21]=[CH:22][C:23]=4[N:24]=3)[CH2:10][CH2:9]2)=[N:4][CH:5]=[CH:6][CH:7]=1. (10) The product is: [C:14]([O:13][C:12](=[O:18])[NH:11][C@@H:9]1[CH2:10][C@H:8]1[C:5]1[CH:6]=[CH:7][C:2]([NH:1][C:25]([C:21]2[CH:20]=[C:19]([C:28]3[CH:33]=[CH:32][CH:31]=[CH:30][CH:29]=3)[CH:24]=[CH:23][CH:22]=2)=[O:26])=[CH:3][CH:4]=1)([CH3:15])([CH3:17])[CH3:16]. Given the reactants [NH2:1][C:2]1[CH:7]=[CH:6][C:5]([C@@H:8]2[CH2:10][C@H:9]2[NH:11][C:12](=[O:18])[O:13][C:14]([CH3:17])([CH3:16])[CH3:15])=[CH:4][CH:3]=1.[C:19]1([C:28]2[CH:33]=[CH:32][CH:31]=[CH:30][CH:29]=2)[CH:24]=[CH:23][CH:22]=[C:21]([C:25](Cl)=[O:26])[CH:20]=1.C(N(CC)CC)C.O, predict the reaction product.